Task: Predict the reaction yield, written as a fraction of the theoretical maximum amount of product (1.0 means a 100% yield; for example, 0.34 means a 34% yield).. Dataset: Reaction yield outcomes from USPTO patents with 853,638 reactions (1) The reactants are [Cl:1][CH2:2][CH2:3][CH2:4][N:5]1[CH2:11][CH2:10][C:9](=O)[C:8]2[N:13]([CH3:16])[CH:14]=[CH:15][C:7]=2[S:6]1(=[O:18])=[O:17].Cl.[NH2:20][OH:21].C([O-])(=O)C.[Na+]. The catalyst is CO. The product is [Cl:1][CH2:2][CH2:3][CH2:4][N:5]1[CH2:11][CH2:10][C:9](=[N:20][OH:21])[C:8]2[N:13]([CH3:16])[CH:14]=[CH:15][C:7]=2[S:6]1(=[O:18])=[O:17]. The yield is 0.800. (2) The reactants are [Cl:1][C:2]1[CH:7]=[CH:6][C:5]([S:8]([CH:11]([C:20]2[CH:25]=[C:24]([F:26])[CH:23]=[CH:22][C:21]=2[F:27])[C:12]2[CH:17]=[CH:16][C:15]([CH2:18]O)=[CH:14][N:13]=2)(=[O:10])=[O:9])=[CH:4][CH:3]=1.[N-:28]=[N+:29]=[N-:30].[Na+].C1(P(C2C=CC=CC=2)C2C=CC=CC=2)C=CC=CC=1.O. The catalyst is C(Cl)(Cl)(Cl)Cl.CN(C)C=O.CCCCCC. The product is [N:28]([CH2:18][C:15]1[CH:16]=[CH:17][C:12]([CH:11]([S:8]([C:5]2[CH:6]=[CH:7][C:2]([Cl:1])=[CH:3][CH:4]=2)(=[O:10])=[O:9])[C:20]2[CH:25]=[C:24]([F:26])[CH:23]=[CH:22][C:21]=2[F:27])=[N:13][CH:14]=1)=[N+:29]=[N-:30]. The yield is 0.490.